From a dataset of Catalyst prediction with 721,799 reactions and 888 catalyst types from USPTO. Predict which catalyst facilitates the given reaction. (1) Reactant: [NH2:1][C:2]1[N:3]=[C:4]([CH2:12][CH3:13])[N:5]([CH3:11])[C:6]=1[C:7]([O:9][CH3:10])=[O:8].[CH:14](=O)[CH2:15][CH3:16].C(O[BH-](OC(=O)C)OC(=O)C)(=O)C.[Na+]. Product: [CH2:12]([C:4]1[N:5]([CH3:11])[C:6]([C:7]([O:9][CH3:10])=[O:8])=[C:2]([NH:1][CH2:14][CH2:15][CH3:16])[N:3]=1)[CH3:13]. The catalyst class is: 2. (2) Reactant: [O:1]=[C:2]([C:16]1[N:20]([CH3:21])[N:19]=[C:18]([CH3:22])[C:17]=1[CH3:23])[CH:3]([C:6]1[CH:11]=[CH:10][C:9]([C:12]([CH3:15])([CH3:14])[CH3:13])=[CH:8][CH:7]=1)[C:4]#[N:5].C(N(CC)CC)C.[C:31](Cl)(=[O:36])[C:32]([CH3:35])([CH3:34])[CH3:33]. Product: [CH3:33][C:32]([CH3:35])([CH3:34])[C:31]([O:1]/[C:2](/[C:16]1[N:20]([CH3:21])[N:19]=[C:18]([CH3:22])[C:17]=1[CH3:23])=[C:3](\[C:6]1[CH:7]=[CH:8][C:9]([C:12]([CH3:15])([CH3:14])[CH3:13])=[CH:10][CH:11]=1)/[C:4]#[N:5])=[O:36]. The catalyst class is: 7. (3) Reactant: C(OC(=O)[NH:7][C:8]1[CH:13]=[CH:12][C:11]([N:14]2[CH:18]=[CH:17][CH:16]=[CH:15]2)=[CH:10][C:9]=1[NH:19][C:20](=[O:35])[CH2:21][C:22](=O)[C:23]1[CH:28]=[CH:27][CH:26]=[C:25]([N:29]2[CH:33]=[CH:32][N:31]=[N:30]2)[CH:24]=1)(C)(C)C.C(O)(C(F)(F)F)=O. Product: [N:14]1([C:11]2[CH:12]=[CH:13][C:8]3[N:7]=[C:22]([C:23]4[CH:28]=[CH:27][CH:26]=[C:25]([N:29]5[CH:33]=[CH:32][N:31]=[N:30]5)[CH:24]=4)[CH2:21][C:20](=[O:35])[NH:19][C:9]=3[CH:10]=2)[CH:18]=[CH:17][CH:16]=[CH:15]1. The catalyst class is: 2. (4) Reactant: CO[C:3](=[O:20])[C@@H:4]([N:6]([C:10]([O:12][CH2:13][C:14]1[CH:19]=[CH:18][CH:17]=[CH:16][CH:15]=1)=[O:11])[CH2:7][CH:8]=O)[CH3:5].[NH2:21][CH2:22][C:23]1([CH2:27][OH:28])[CH2:26][O:25][CH2:24]1.[B-](OC(C)=O)(OC(C)=O)OC(C)=O.[Na+].C(O)(=O)C.C(=O)([O-])[O-].[K+].[K+]. Product: [CH2:13]([O:12][C:10]([N:6]1[CH2:7][CH2:8][N:21]([CH2:22][C:23]2([CH2:27][OH:28])[CH2:26][O:25][CH2:24]2)[C:3](=[O:20])[C@@H:4]1[CH3:5])=[O:11])[C:14]1[CH:15]=[CH:16][CH:17]=[CH:18][CH:19]=1. The catalyst class is: 4. (5) Reactant: [C:1]1([C:7]([NH2:10])([CH3:9])[CH3:8])[CH:6]=[CH:5][CH:4]=[CH:3][CH:2]=1.C(N(C(C)C)CC)(C)C.[Cl:20][C:21]([O:24]C(=O)OC(Cl)(Cl)Cl)(Cl)Cl. Product: [C:1]1([C:7]([NH:10][C:21]([Cl:20])=[O:24])([CH3:9])[CH3:8])[CH:6]=[CH:5][CH:4]=[CH:3][CH:2]=1. The catalyst class is: 2. (6) Reactant: [CH3:1][O:2][C:3]([C:5]1[N:6]=[C:7]2[C:12]([C:13]([F:16])([F:15])[F:14])=[CH:11][C:10](Br)=[CH:9][N:8]2[C:18]=1[Cl:19])=[O:4].[C:20]1(B(O)O)[CH2:24][CH2:23][CH2:22][CH:21]=1.C([O-])(O)=O.[Na+]. Product: [CH3:1][O:2][C:3]([C:5]1[N:6]=[C:7]2[C:12]([C:13]([F:16])([F:15])[F:14])=[CH:11][C:10]([C:20]3[CH2:24][CH2:23][CH2:22][CH:21]=3)=[CH:9][N:8]2[C:18]=1[Cl:19])=[O:4]. The catalyst class is: 455. (7) Reactant: [F:1][C:2]1[CH:7]=[CH:6][C:5]([CH:8]2[CH2:13][CH2:12][N:11]([C:14]([O:16][C:17]([CH3:20])([CH3:19])[CH3:18])=[O:15])[CH2:10][CH:9]2[OH:21])=[CH:4][CH:3]=1.C(N(CC)CC)C.[CH:29]1[C:38]2[C:33](=[CH:34][CH:35]=[CH:36][CH:37]=2)[CH:32]=[CH:31][C:30]=1[C:39](Cl)=[O:40]. Product: [F:1][C:2]1[CH:3]=[CH:4][C:5]([CH:8]2[CH2:13][CH2:12][N:11]([C:14]([O:16][C:17]([CH3:18])([CH3:20])[CH3:19])=[O:15])[CH2:10][CH:9]2[O:21][C:39]([C:30]2[CH:31]=[CH:32][C:33]3[C:38](=[CH:37][CH:36]=[CH:35][CH:34]=3)[CH:29]=2)=[O:40])=[CH:6][CH:7]=1. The catalyst class is: 172. (8) Reactant: [F:1][C:2]1[CH:3]=[C:4]([CH2:8][C:9](=[O:14])[CH2:10][CH2:11][CH2:12][CH3:13])[CH:5]=[CH:6][CH:7]=1.N1CCCC[CH2:16]1.C=O. Product: [F:1][C:2]1[CH:3]=[C:4]([C:8]([C:9](=[O:14])[CH2:10][CH2:11][CH2:12][CH3:13])=[CH2:16])[CH:5]=[CH:6][CH:7]=1. The catalyst class is: 15.